Regression/Classification. Given a drug SMILES string, predict its absorption, distribution, metabolism, or excretion properties. Task type varies by dataset: regression for continuous measurements (e.g., permeability, clearance, half-life) or binary classification for categorical outcomes (e.g., BBB penetration, CYP inhibition). Dataset: cyp2c19_veith. From a dataset of CYP2C19 inhibition data for predicting drug metabolism from PubChem BioAssay. (1) The molecule is COc1cccc2c1C(=O)c1c(O)c3c(c(O)c1C2=O)C[C@](O)(/C(C)=N\O)C[C@@H]3O[C@H]1C[C@H](N)[C@@H](O)[C@H](C)O1. The result is 0 (non-inhibitor). (2) The drug is COc1cccc(C(=O)N2N=C(c3cccc(OC)c3)CC2(O)C(F)(F)F)c1. The result is 1 (inhibitor). (3) The molecule is CCN(CC)Cc1c(O)ccc2c(=O)c(Oc3ccccc3OC)coc12. The result is 0 (non-inhibitor). (4) The compound is Clc1ccccc1/C=C\c1ccnc2ccccc12. The result is 1 (inhibitor). (5) The result is 0 (non-inhibitor). The molecule is CCOC(=O)c1c(C)nc2sc3c(c2c1-c1ccc(OC)cc1)NC(c1ccccc1)NC3=O. (6) The result is 0 (non-inhibitor). The molecule is Nc1ccn([C@H]2O[C@H](CO)[C@@H]3O[Sn](c4ccccc4)(c4ccccc4)O[C@H]32)c(=O)n1.